This data is from Forward reaction prediction with 1.9M reactions from USPTO patents (1976-2016). The task is: Predict the product of the given reaction. (1) Given the reactants CCN=C=NCCCN(C)C.C1C=CC2N(O)N=NC=2C=1.[Br:22][CH2:23][CH2:24][CH2:25][CH2:26][CH2:27][CH2:28][C:29]([OH:31])=O.[CH:32]([C:35]1[CH:41]=[CH:40][CH:39]=[C:38]([CH:42]([CH3:44])[CH3:43])[C:36]=1[NH2:37])([CH3:34])[CH3:33], predict the reaction product. The product is: [Br:22][CH2:23][CH2:24][CH2:25][CH2:26][CH2:27][CH2:28][C:29]([NH:37][C:36]1[C:38]([CH:42]([CH3:43])[CH3:44])=[CH:39][CH:40]=[CH:41][C:35]=1[CH:32]([CH3:34])[CH3:33])=[O:31]. (2) Given the reactants [C:9](O[C:9]([O:11][C:12]([CH3:15])([CH3:14])[CH3:13])=[O:10])([O:11][C:12]([CH3:15])([CH3:14])[CH3:13])=[O:10].Cl.[OH:17][C@@H:18]1[CH2:23][CH2:22][CH2:21][NH:20][CH2:19]1.C(=O)([O-])O.[Na+], predict the reaction product. The product is: [C:12]([O:11][C:9]([N:20]1[CH2:21][CH2:22][CH2:23][C@@H:18]([OH:17])[CH2:19]1)=[O:10])([CH3:13])([CH3:14])[CH3:15]. (3) Given the reactants Cl[C:2]1[N:11]=[C:10]([N:12]2[CH2:16][CH2:15][C@H:14]([NH:17][C:18](=[O:20])[CH3:19])[CH2:13]2)[C:9]2[C:4](=[C:5]([CH3:21])[CH:6]=[CH:7][CH:8]=2)[N:3]=1.[NH2:22][C:23]1[CH:24]=[C:25]([CH:28]=[C:29]([NH2:31])[CH:30]=1)[C:26]#[N:27].C(N(C(C)C)CC)(C)C, predict the reaction product. The product is: [NH2:22][C:23]1[CH:30]=[C:29]([NH:31][C:2]2[N:11]=[C:10]([N:12]3[CH2:16][CH2:15][C@H:14]([NH:17][C:18](=[O:20])[CH3:19])[CH2:13]3)[C:9]3[C:4](=[C:5]([CH3:21])[CH:6]=[CH:7][CH:8]=3)[N:3]=2)[CH:28]=[C:25]([C:26]#[N:27])[CH:24]=1.